From a dataset of Full USPTO retrosynthesis dataset with 1.9M reactions from patents (1976-2016). Predict the reactants needed to synthesize the given product. (1) Given the product [F:1][C:2]1[CH:3]=[CH:4][C:5]2[S:11][CH2:10][CH2:9][CH2:8][NH:7][C:6]=2[CH:13]=1, predict the reactants needed to synthesize it. The reactants are: [F:1][C:2]1[CH:3]=[CH:4][C:5]2[S:11][CH2:10][CH2:9][C:8](=O)[NH:7][C:6]=2[CH:13]=1.COCCO[AlH2-]OCCOC.[Na+].[OH-].[Na+]. (2) Given the product [Cl:37][C:34]1[CH:35]=[CH:36][C:31]([C@H:12]2[C@H:13]([OH:23])[C@@H:14]([OH:15])[C@H:9]([OH:8])[C@@H:10]([CH2:51][OH:52])[O:11]2)=[CH:32][C:33]=1[CH2:38][C:39]1[CH:44]=[CH:43][C:42]([CH2:45][CH2:46][O:47][CH:48]([F:50])[F:49])=[CH:41][CH:40]=1, predict the reactants needed to synthesize it. The reactants are: C([O:8][C@H:9]1[C@H:14]([O:15]CC2C=CC=CC=2)[C@@H:13]([O:23]CC2C=CC=CC=2)[C@H:12]([C:31]2[CH:36]=[CH:35][C:34]([Cl:37])=[C:33]([CH2:38][C:39]3[CH:44]=[CH:43][C:42]([CH2:45][CH2:46][O:47][CH:48]([F:50])[F:49])=[CH:41][CH:40]=3)[CH:32]=2)[O:11][C@@H:10]1[CH2:51][O:52]CC1C=CC=CC=1)C1C=CC=CC=1.CO.O1CCCC1. (3) The reactants are: Cl[C:2]1[C:7](Cl)=[N:6][CH:5]=[CH:4][N:3]=1.[CH3:9][C:10]1[CH:11]=[C:12](B(O)O)[CH:13]=[C:14]([CH3:16])[CH:15]=1.C(=O)([O-])[O-].[Na+].[Na+]. Given the product [CH3:9][C:10]1[CH:11]=[C:12]([C:2]2[C:7]([C:12]3[CH:13]=[C:14]([CH3:16])[CH:15]=[C:10]([CH3:9])[CH:11]=3)=[N:6][CH:5]=[CH:4][N:3]=2)[CH:13]=[C:14]([CH3:16])[CH:15]=1, predict the reactants needed to synthesize it. (4) Given the product [CH3:26][C:21]1[C:20]([C:14]2[CH:13]=[C:12]3[C:17]([C:8]([NH:6][CH:4]([CH3:5])[CH2:3][O:2][CH3:1])=[C:9]([N+:27]([O-:29])=[O:28])[CH:10]=[N:11]3)=[CH:16][C:15]=2[O:18][CH3:19])=[C:24]([CH3:25])[O:23][N:22]=1, predict the reactants needed to synthesize it. The reactants are: [CH3:1][O:2][CH2:3][CH:4]([NH2:6])[CH3:5].Cl[C:8]1[C:17]2[C:12](=[CH:13][C:14]([C:20]3[C:21]([CH3:26])=[N:22][O:23][C:24]=3[CH3:25])=[C:15]([O:18][CH3:19])[CH:16]=2)[N:11]=[CH:10][C:9]=1[N+:27]([O-:29])=[O:28].C(N(CC)CC)C. (5) Given the product [CH3:35][C:10]1[CH:11]=[C:12]([O:15][C:16]([CH3:17])([C:18]2[S:22][C:21]([C:23]3[CH:24]=[CH:25][C:26]([C:29]([F:32])([F:31])[F:30])=[CH:27][CH:28]=3)=[N:20][C:19]=2[CH3:33])[CH3:34])[CH:13]=[CH:14][C:9]=1[CH2:8][CH:5]([CH2:6][CH3:7])[C:4]([OH:36])=[O:3], predict the reactants needed to synthesize it. The reactants are: C([O:3][C:4](=[O:36])[CH:5]([CH2:8][C:9]1[CH:14]=[CH:13][C:12]([O:15][C:16]([CH3:34])([C:18]2[S:22][C:21]([C:23]3[CH:28]=[CH:27][C:26]([C:29]([F:32])([F:31])[F:30])=[CH:25][CH:24]=3)=[N:20][C:19]=2[CH3:33])[CH3:17])=[CH:11][C:10]=1[CH3:35])[CH2:6][CH3:7])C.[OH-].[Na+]. (6) Given the product [ClH:1].[Cl:16][CH2:15][CH2:14][CH2:13][O:12][C:8]1[CH:7]=[C:6]2[C:11]([C:2]([NH:19][C:20]3[CH:24]=[CH:23][N:22]([CH2:25][C:26]([NH:28][C:29]4[CH:34]=[CH:33][CH:32]=[C:31]([F:35])[C:30]=4[F:36])=[O:27])[N:21]=3)=[N:3][CH:4]=[N:5]2)=[CH:10][CH:9]=1, predict the reactants needed to synthesize it. The reactants are: [Cl:1][C:2]1[C:11]2[C:6](=[CH:7][C:8]([O:12][CH2:13][CH2:14][CH2:15][Cl:16](=O)=O)=[CH:9][CH:10]=2)[N:5]=[CH:4][N:3]=1.[NH2:19][C:20]1[CH:24]=[CH:23][N:22]([CH2:25][C:26]([NH:28][C:29]2[CH:34]=[CH:33][CH:32]=[C:31]([F:35])[C:30]=2[F:36])=[O:27])[N:21]=1. (7) Given the product [C:29]([O:28][C:26]([N:2]([CH3:1])[C:3]1[N:8]2[N:9]=[C:10]([C:12]([F:15])([F:14])[F:13])[CH:11]=[C:7]2[C:6]([CH:16]=[O:17])=[CH:5][CH:4]=1)=[O:27])([CH3:30])([CH3:31])[CH3:32], predict the reactants needed to synthesize it. The reactants are: [CH3:1][NH:2][C:3]1[N:8]2[N:9]=[C:10]([C:12]([F:15])([F:14])[F:13])[CH:11]=[C:7]2[C:6]([CH:16]=[O:17])=[CH:5][CH:4]=1.[C:29]([O:28][C:26](O[C:26]([O:28][C:29]([CH3:32])([CH3:31])[CH3:30])=[O:27])=[O:27])([CH3:32])([CH3:31])[CH3:30]. (8) Given the product [C:4]([O:3][C:1]([N:8]1[CH2:13][CH2:12][CH2:11][C:10]2([NH:23][C:21](=[O:22])[C:20]3[CH:24]=[C:16]([Br:15])[CH:17]=[CH:18][C:19]=3[O:14]2)[CH2:9]1)=[O:2])([CH3:7])([CH3:6])[CH3:5], predict the reactants needed to synthesize it. The reactants are: [C:1]([N:8]1[CH2:13][CH2:12][CH2:11][C:10](=[O:14])[CH2:9]1)([O:3][C:4]([CH3:7])([CH3:6])[CH3:5])=[O:2].[Br:15][C:16]1[CH:17]=[CH:18][C:19](O)=[C:20]([CH:24]=1)[C:21]([NH2:23])=[O:22].N1CCCC1.